From a dataset of Forward reaction prediction with 1.9M reactions from USPTO patents (1976-2016). Predict the product of the given reaction. (1) Given the reactants [S:1]1[CH:5]=[CH:4][CH:3]=[C:2]1[CH2:6][CH2:7][NH:8][C:9]([N:11]1[C:19](=[O:20])[C:18]2[C:13](=[N:14][C:15]([Cl:22])=[CH:16][C:17]=2[CH3:21])[NH:12]1)=[O:10].I[CH3:24], predict the reaction product. The product is: [S:1]1[CH:5]=[CH:4][CH:3]=[C:2]1[CH2:6][CH2:7][NH:8][C:9]([N:11]1[C:19](=[O:20])[C:18]2[C:13](=[N:14][C:15]([Cl:22])=[CH:16][C:17]=2[CH3:21])[N:12]1[CH3:24])=[O:10]. (2) Given the reactants [CH2:1]([O:8][N:9]([CH2:12][C:13]1([C:21]([OH:23])=O)[CH2:16][CH:15]([CH2:17][CH2:18][CH2:19][CH3:20])[CH2:14]1)[CH:10]=[O:11])[C:2]1[CH:7]=[CH:6][CH:5]=[CH:4][CH:3]=1.[NH:24]([C:26]1[N:31]=[C:30]([C:32]([F:35])([F:34])[F:33])[CH:29]=[CH:28][N:27]=1)[NH2:25].CN1CCOCC1.C1C=NC2N(O)N=NC=2C=1.Cl.CN(C)CCCN=C=NCC, predict the reaction product. The product is: [CH2:1]([O:8][N:9]([CH2:12][C:13]1([C:21]([NH:25][NH:24][C:26]2[N:31]=[C:30]([C:32]([F:34])([F:33])[F:35])[CH:29]=[CH:28][N:27]=2)=[O:23])[CH2:14][CH:15]([CH2:17][CH2:18][CH2:19][CH3:20])[CH2:16]1)[CH:10]=[O:11])[C:2]1[CH:3]=[CH:4][CH:5]=[CH:6][CH:7]=1. (3) Given the reactants [NH:1]1[C:5]2=[N:6][CH:7]=[C:8]([C:10]3[CH:11]=[C:12]([CH:14]=[CH:15][CH:16]=3)[NH2:13])[CH:9]=[C:4]2[CH:3]=[CH:2]1.C(N(C(C)C)CC)(C)C.[F:26][C:27]([F:38])([F:37])[C:28](O[C:28](=[O:29])[C:27]([F:38])([F:37])[F:26])=[O:29], predict the reaction product. The product is: [F:26][C:27]([F:38])([F:37])[C:28]([NH:13][C:12]1[CH:14]=[CH:15][CH:16]=[C:10]([C:8]2[CH:9]=[C:4]3[CH:3]=[CH:2][NH:1][C:5]3=[N:6][CH:7]=2)[CH:11]=1)=[O:29]. (4) Given the reactants [CH:1]([C:3]1[C:8]([CH3:9])=[CH:7][C:6]([NH:10][C:11]([CH2:13][CH2:14][CH2:15][CH2:16][N:17]([CH3:44])[C:18]([CH2:20][CH2:21][N:22]2[CH2:27][CH2:26][CH:25]([O:28][C:29](=[O:43])[NH:30][C:31]3[CH:36]=[CH:35][CH:34]=[CH:33][C:32]=3[C:37]3[CH:42]=[CH:41][CH:40]=[CH:39][CH:38]=3)[CH2:24][CH2:23]2)=[O:19])=[O:12])=[C:5]([CH3:45])[CH:4]=1)=O.C(O)(=O)C.[NH2:50][CH2:51][C@@H:52]([C:61]1[CH:70]=[CH:69][C:68]([OH:71])=[C:67]2[C:62]=1[CH:63]=[CH:64][C:65](=[O:72])[NH:66]2)[O:53][Si:54]([C:57]([CH3:60])([CH3:59])[CH3:58])([CH3:56])[CH3:55].C(O[BH-](OC(=O)C)OC(=O)C)(=O)C.[Na+].[OH-].[Na+], predict the reaction product. The product is: [C:57]([Si:54]([CH3:56])([CH3:55])[O:53][C@H:52]([C:61]1[CH:70]=[CH:69][C:68]([OH:71])=[C:67]2[C:62]=1[CH:63]=[CH:64][C:65](=[O:72])[NH:66]2)[CH2:51][NH:50][CH2:1][C:3]1[C:8]([CH3:9])=[CH:7][C:6]([NH:10][C:11]([CH2:13][CH2:14][CH2:15][CH2:16][N:17]([CH3:44])[C:18]([CH2:20][CH2:21][N:22]2[CH2:27][CH2:26][CH:25]([O:28][C:29](=[O:43])[NH:30][C:31]3[CH:36]=[CH:35][CH:34]=[CH:33][C:32]=3[C:37]3[CH:42]=[CH:41][CH:40]=[CH:39][CH:38]=3)[CH2:24][CH2:23]2)=[O:19])=[O:12])=[C:5]([CH3:45])[CH:4]=1)([CH3:60])([CH3:59])[CH3:58].